This data is from Retrosynthesis with 50K atom-mapped reactions and 10 reaction types from USPTO. The task is: Predict the reactants needed to synthesize the given product. (1) Given the product COC(=O)[C@H]1CN(S(=O)(=O)c2ccc3c(Cl)cn(S(=O)(=O)c4ccccc4)c3c2)CC(=O)N1CC1CCN(c2ccc(=O)n(C)n2)CC1, predict the reactants needed to synthesize it. The reactants are: COC(=O)[C@H]1CNCC(=O)N1CC1CCN(c2ccc(=O)n(C)n2)CC1.O=S(=O)(Cl)c1ccc2c(Cl)cn(S(=O)(=O)c3ccccc3)c2c1. (2) Given the product Cc1nccn1-c1ccc(C(=O)N(C2CC2)C2CCN(c3ncc(Cl)cn3)CC2)cc1F, predict the reactants needed to synthesize it. The reactants are: Cc1nccn1-c1ccc(C(=O)O)cc1F.Clc1cnc(N2CCC(NC3CC3)CC2)nc1. (3) Given the product O=C(Nc1cccc(-n2nnnc2S)c1)Oc1ccccc1, predict the reactants needed to synthesize it. The reactants are: Nc1cccc(-n2nnnc2S)c1.O=C(Cl)Oc1ccccc1. (4) Given the product Cc1ncsc1N1CCN(C(=O)OC(C)(C)C)CC1, predict the reactants needed to synthesize it. The reactants are: CC(C)(C)OC(=O)N1CCNCC1.Cc1ncsc1Br. (5) Given the product O=c1[nH]c2ccccc2c2cc(CO)nn12, predict the reactants needed to synthesize it. The reactants are: CCOC(=O)c1cc2c3ccccc3[nH]c(=O)n2n1. (6) Given the product NC(=O)c1cccc(-c2ccc(N3CC[C@H](NS(=O)(=O)c4ccc5cc(Cl)ccc5c4)C3=O)c(F)c2)c1, predict the reactants needed to synthesize it. The reactants are: NC(=O)c1cccc(B(O)O)c1.O=C1[C@@H](NS(=O)(=O)c2ccc3cc(Cl)ccc3c2)CCN1c1ccc(I)cc1F. (7) The reactants are: NS(=O)(=O)Cc1ccc([N+](=O)[O-])cc1. Given the product Nc1ccc(CS(N)(=O)=O)cc1, predict the reactants needed to synthesize it.